Dataset: Catalyst prediction with 721,799 reactions and 888 catalyst types from USPTO. Task: Predict which catalyst facilitates the given reaction. (1) Reactant: Br[CH2:2][C:3]1[C:4]([Cl:11])=[N:5][C:6]([Cl:10])=[CH:7][C:8]=1[CH3:9].Cl.[NH2:13][CH2:14][CH:15]([CH:17]1[CH2:21][CH2:20][CH2:19][O:18]1)[OH:16]. Product: [Cl:11][C:4]1[C:3]([CH2:2][NH:13][CH2:14][CH:15]([CH:17]2[CH2:21][CH2:20][CH2:19][O:18]2)[OH:16])=[C:8]([CH3:9])[CH:7]=[C:6]([Cl:10])[N:5]=1. The catalyst class is: 705. (2) Reactant: CS(O[CH2:6][CH2:7][C:8]1[N:9]=[C:10]([C:14]2[CH:19]=[CH:18][CH:17]=[CH:16][CH:15]=2)[S:11][C:12]=1[CH3:13])(=O)=O.[N-:20]=[N+:21]=[N-:22].[Na+].C(OCC)(=O)C. Product: [N:20]([CH2:6][CH2:7][C:8]1[N:9]=[C:10]([C:14]2[CH:19]=[CH:18][CH:17]=[CH:16][CH:15]=2)[S:11][C:12]=1[CH3:13])=[N+:21]=[N-:22]. The catalyst class is: 3. (3) Reactant: C(O)(C)(C)C.[F-].[Cs+].Br[C:9]1[C:10]([C:38]([O:40][CH2:41][CH3:42])=[O:39])=[N:11][N:12]([C:14]2([CH2:35][C:36]#[N:37])[CH2:17][N:16]([C:18]3[CH:23]=[C:22]([F:24])[C:21]([C:25]([NH:27][C@@H:28]([CH3:33])[C:29]([F:32])([F:31])[F:30])=[O:26])=[CH:20][C:19]=3[F:34])[CH2:15]2)[CH:13]=1.[CH3:43][C:44]1[C:48](B2OC(C)(C)C(C)(C)O2)=[CH:47][NH:46][N:45]=1. Product: [C:36]([CH2:35][C:14]1([N:12]2[CH:13]=[C:9]([C:48]3[C:44]([CH3:43])=[N:45][NH:46][CH:47]=3)[C:10]([C:38]([O:40][CH2:41][CH3:42])=[O:39])=[N:11]2)[CH2:17][N:16]([C:18]2[CH:23]=[C:22]([F:24])[C:21]([C:25]([NH:27][C@@H:28]([CH3:33])[C:29]([F:32])([F:31])[F:30])=[O:26])=[CH:20][C:19]=2[F:34])[CH2:15]1)#[N:37]. The catalyst class is: 69. (4) Reactant: [F:1][C:2]1[CH:7]=[CH:6][C:5]([N:8]([CH2:36][C:37]2[CH:42]=[CH:41][C:40]([NH:43][C:44]([C@H:46]3[CH2:50][CH2:49][CH2:48][N:47]3C(OCC3C4C=CC=CC=4C4C3=CC=CC=4)=O)=[O:45])=[CH:39][CH:38]=2)[CH2:9][C:10]2[CH:35]=[CH:34][C:13]3[NH:14][C:15]([C@@H:17]4[CH2:21][CH2:20][CH2:19][N:18]4[C:22](=[O:33])[C@@H:23]([NH:28][C:29]([O:31][CH3:32])=[O:30])[C:24]([OH:27])([CH3:26])[CH3:25])=[N:16][C:12]=3[CH:11]=2)=[CH:4][CH:3]=1.C(NCC)C. Product: [F:1][C:2]1[CH:7]=[CH:6][C:5]([N:8]([CH2:9][C:10]2[CH:35]=[CH:34][C:13]3[NH:14][C:15]([C@@H:17]4[CH2:21][CH2:20][CH2:19][N:18]4[C:22](=[O:33])[C@@H:23]([NH:28][C:29](=[O:30])[O:31][CH3:32])[C:24]([OH:27])([CH3:25])[CH3:26])=[N:16][C:12]=3[CH:11]=2)[CH2:36][C:37]2[CH:42]=[CH:41][C:40]([NH:43][C:44]([C@H:46]3[CH2:50][CH2:49][CH2:48][NH:47]3)=[O:45])=[CH:39][CH:38]=2)=[CH:4][CH:3]=1. The catalyst class is: 10. (5) Reactant: [NH2:1][C:2]1[S:3][CH:4]=[CH:5][N:6]=1.C(N(CC)CC)C.[C:14]([C:18]1[CH:26]=[CH:25][C:21]([C:22](Cl)=[O:23])=[CH:20][CH:19]=1)([CH3:17])([CH3:16])[CH3:15]. Product: [C:14]([C:18]1[CH:19]=[CH:20][C:21]([C:22]([NH:1][C:2]2[S:3][CH2:4][CH2:5][N:6]=2)=[O:23])=[CH:25][CH:26]=1)([CH3:17])([CH3:15])[CH3:16]. The catalyst class is: 7.